From a dataset of Reaction yield outcomes from USPTO patents with 853,638 reactions. Predict the reaction yield, written as a fraction of the theoretical maximum amount of product (1.0 means a 100% yield; for example, 0.34 means a 34% yield). (1) The yield is 0.510. The product is [CH3:13][C:14]1[N:15]=[C:16]([NH:25][C:10](=[O:12])[CH2:9][CH2:8][CH2:7][CH2:6][CH:3]2[CH2:4][CH2:5][S:1][S:2]2)[S:17][C:18]=1[CH2:19][CH2:20][O:21][N+:22]([O-:24])=[O:23]. The reactants are [S:1]1[CH2:5][CH2:4][CH:3]([CH2:6][CH2:7][CH2:8][CH2:9][C:10]([OH:12])=O)[S:2]1.[CH3:13][C:14]1[N:15]=[C:16]([NH2:25])[S:17][C:18]=1[CH2:19][CH2:20][O:21][N+:22]([O-:24])=[O:23]. No catalyst specified. (2) The reactants are [CH:1]1([C:8](Cl)=[O:9])[CH2:7][CH2:6][CH2:5][CH2:4][CH2:3][CH2:2]1.[CH2:11]([O:13][C:14]#[CH:15])[CH3:12].C(N(CC)CC)C. The catalyst is C(OCC)C. The product is [CH2:11]([O:13][CH:14]1[C:1]2([CH2:7][CH2:6][CH2:5][CH2:4][CH2:3][CH2:2]2)[C:8](=[O:9])[CH2:15]1)[CH3:12]. The yield is 0.870. (3) The reactants are [F:1][C:2]1[CH:3]=[C:4]([NH2:18])[CH:5]=[CH:6][C:7]=1[C:8]1[CH:17]=[CH:16][CH:15]=[C:14]2[C:9]=1[CH:10]=[CH:11][N:12]=[CH:13]2.[OH:19][C@@H:20]([CH3:38])[CH2:21][N:22]1[C:26]([CH3:27])=[C:25]([C:28](O)=[O:29])[C:24](=[O:31])[N:23]1[C:32]1[CH:37]=[CH:36][CH:35]=[CH:34][CH:33]=1.CN(C=O)C. The catalyst is C(Cl)Cl. The product is [F:1][C:2]1[CH:3]=[C:4]([NH:18][C:28]([C:25]2[C:24](=[O:31])[N:23]([C:32]3[CH:37]=[CH:36][CH:35]=[CH:34][CH:33]=3)[N:22]([CH2:21][C@@H:20]([OH:19])[CH3:38])[C:26]=2[CH3:27])=[O:29])[CH:5]=[CH:6][C:7]=1[C:8]1[CH:17]=[CH:16][CH:15]=[C:14]2[C:9]=1[CH:10]=[CH:11][N:12]=[CH:13]2. The yield is 0.330. (4) The reactants are [CH3:1][S:2]([C:5]1[CH:10]=[CH:9][C:8]([NH:11][C:12]([C:14]2[CH:19]=[CH:18][CH:17]=[CH:16][N:15]=2)=[NH:13])=[CH:7][CH:6]=1)(=[O:4])=[O:3].C(=O)(O)[O-].[Na+].Br[CH2:26][C:27](=[O:32])[C:28]([F:31])([F:30])[F:29]. The catalyst is C(O)(C)C. The product is [OH:32][C:27]1([C:28]([F:31])([F:30])[F:29])[CH2:26][N:11]([C:8]2[CH:7]=[CH:6][C:5]([S:2]([CH3:1])(=[O:4])=[O:3])=[CH:10][CH:9]=2)[C:12]([C:14]2[CH:19]=[CH:18][CH:17]=[CH:16][N:15]=2)=[N:13]1. The yield is 0.180.